Dataset: NCI-60 drug combinations with 297,098 pairs across 59 cell lines. Task: Regression. Given two drug SMILES strings and cell line genomic features, predict the synergy score measuring deviation from expected non-interaction effect. (1) Drug 1: CNC(=O)C1=CC=CC=C1SC2=CC3=C(C=C2)C(=NN3)C=CC4=CC=CC=N4. Drug 2: CS(=O)(=O)OCCCCOS(=O)(=O)C. Cell line: OVCAR3. Synergy scores: CSS=-2.40, Synergy_ZIP=1.04, Synergy_Bliss=-2.89, Synergy_Loewe=-6.80, Synergy_HSA=-6.71. (2) Drug 1: C1CN1P(=S)(N2CC2)N3CC3. Drug 2: CC1CCC2CC(C(=CC=CC=CC(CC(C(=O)C(C(C(=CC(C(=O)CC(OC(=O)C3CCCCN3C(=O)C(=O)C1(O2)O)C(C)CC4CCC(C(C4)OC)OCCO)C)C)O)OC)C)C)C)OC. Cell line: SR. Synergy scores: CSS=60.7, Synergy_ZIP=2.57, Synergy_Bliss=1.83, Synergy_Loewe=0.936, Synergy_HSA=2.26. (3) Drug 1: CC1=C2C(C(=O)C3(C(CC4C(C3C(C(C2(C)C)(CC1OC(=O)C(C(C5=CC=CC=C5)NC(=O)C6=CC=CC=C6)O)O)OC(=O)C7=CC=CC=C7)(CO4)OC(=O)C)O)C)OC(=O)C. Drug 2: COC1=C2C(=CC3=C1OC=C3)C=CC(=O)O2. Cell line: KM12. Synergy scores: CSS=41.4, Synergy_ZIP=3.01, Synergy_Bliss=-0.216, Synergy_Loewe=-38.5, Synergy_HSA=-0.946. (4) Drug 1: C1CN1C2=NC(=NC(=N2)N3CC3)N4CC4. Drug 2: CN(CC1=CN=C2C(=N1)C(=NC(=N2)N)N)C3=CC=C(C=C3)C(=O)NC(CCC(=O)O)C(=O)O. Cell line: HCT-15. Synergy scores: CSS=71.8, Synergy_ZIP=-1.26, Synergy_Bliss=-2.67, Synergy_Loewe=-3.12, Synergy_HSA=-2.35.